From a dataset of Peptide-MHC class II binding affinity with 134,281 pairs from IEDB. Regression. Given a peptide amino acid sequence and an MHC pseudo amino acid sequence, predict their binding affinity value. This is MHC class II binding data. (1) The peptide sequence is SHIQSAVVCGRRHGV. The MHC is DRB1_1101 with pseudo-sequence DRB1_1101. The binding affinity (normalized) is 0.565. (2) The peptide sequence is QPCNGVTMNDVKIEY. The MHC is HLA-DPA10103-DPB10301 with pseudo-sequence HLA-DPA10103-DPB10301. The binding affinity (normalized) is 0. (3) The peptide sequence is RDKFLANVSTVLTGK. The MHC is DRB1_0401 with pseudo-sequence DRB1_0401. The binding affinity (normalized) is 0.532. (4) The peptide sequence is VAAFTEALRIIAGVL. The MHC is HLA-DQA10104-DQB10503 with pseudo-sequence HLA-DQA10104-DQB10503. The binding affinity (normalized) is 0.141. (5) The peptide sequence is DTSSTWTWPAARIAE. The MHC is H-2-IAb with pseudo-sequence H-2-IAb. The binding affinity (normalized) is 0.563. (6) The peptide sequence is EVQLVESGGGLVQPG. The MHC is DRB5_0101 with pseudo-sequence DRB5_0101. The binding affinity (normalized) is 0. (7) The peptide sequence is GSCWAFSGVAATESA. The MHC is HLA-DQA10102-DQB10602 with pseudo-sequence HLA-DQA10102-DQB10602. The binding affinity (normalized) is 0.335.